Regression. Given a peptide amino acid sequence and an MHC pseudo amino acid sequence, predict their binding affinity value. This is MHC class II binding data. From a dataset of Peptide-MHC class II binding affinity with 134,281 pairs from IEDB. The peptide sequence is PTMLKKGMTTVLDFH. The MHC is DRB1_0701 with pseudo-sequence DRB1_0701. The binding affinity (normalized) is 0.666.